Dataset: Forward reaction prediction with 1.9M reactions from USPTO patents (1976-2016). Task: Predict the product of the given reaction. (1) Given the reactants O/[C:2](=[CH:8]\[C:9](=O)[CH2:10][CH:11]([CH3:13])[CH3:12])/[C:3]([O:5][CH2:6][CH3:7])=[O:4].Cl.[F:16][C:17]1[CH:22]=[CH:21][C:20]([NH:23][NH2:24])=[CH:19][CH:18]=1.Cl.CCCCCC, predict the reaction product. The product is: [F:16][C:17]1[CH:22]=[CH:21][C:20]([N:23]2[C:9]([CH2:10][CH:11]([CH3:13])[CH3:12])=[CH:8][C:2]([C:3]([O:5][CH2:6][CH3:7])=[O:4])=[N:24]2)=[CH:19][CH:18]=1. (2) Given the reactants [H-].[Al+3].[Li+].[H-].[H-].[H-].[C:7]([N:11]1[C:15]([C:16]2[CH:21]=[CH:20][C:19]([O:22][CH3:23])=[CH:18][CH:17]=2)=[C:14]([C:24]2[S:25][CH:26]=[C:27]([C:29](OCC)=[O:30])[N:28]=2)[CH:13]=[N:12]1)([CH3:10])([CH3:9])[CH3:8].[O-]S([O-])(=O)=O.[Na+].[Na+], predict the reaction product. The product is: [C:7]([N:11]1[C:15]([C:16]2[CH:17]=[CH:18][C:19]([O:22][CH3:23])=[CH:20][CH:21]=2)=[C:14]([C:24]2[S:25][CH:26]=[C:27]([CH2:29][OH:30])[N:28]=2)[CH:13]=[N:12]1)([CH3:9])([CH3:10])[CH3:8].